From a dataset of Full USPTO retrosynthesis dataset with 1.9M reactions from patents (1976-2016). Predict the reactants needed to synthesize the given product. (1) Given the product [CH2:13]([O:12][C:10]([NH:1][C@@H:2]([CH3:8])[CH2:3][C:4]([O:6][CH3:7])=[O:5])=[O:11])[CH:14]=[CH2:15], predict the reactants needed to synthesize it. The reactants are: [NH2:1][C@@H:2]([CH3:8])[CH2:3][C:4]([O:6][CH3:7])=[O:5].Cl[C:10]([O:12][CH2:13][CH:14]=[CH2:15])=[O:11].C(N(C(C)C)CC)(C)C.O. (2) Given the product [Cl:1][C:2]1[CH:3]=[C:4]([CH:7]=[CH:8][CH:9]=1)[CH2:5][N:25]1[C:26]2[C:31](=[CH:30][C:29]([O:32][CH2:33][CH2:34][O:35][S:36]([C:39]3[CH:44]=[CH:43][C:42]([CH3:45])=[CH:41][CH:40]=3)(=[O:38])=[O:37])=[CH:28][CH:27]=2)[C:23]([S:20]([C:10]2[C:19]3[C:14](=[CH:15][CH:16]=[CH:17][CH:18]=3)[CH:13]=[CH:12][CH:11]=2)(=[O:21])=[O:22])=[N:24]1, predict the reactants needed to synthesize it. The reactants are: [Cl:1][C:2]1[CH:3]=[C:4]([CH:7]=[CH:8][CH:9]=1)[CH2:5]Br.[C:10]1([S:20]([C:23]2[C:31]3[C:26](=[CH:27][CH:28]=[C:29]([O:32][CH2:33][CH2:34][O:35][S:36]([C:39]4[CH:44]=[CH:43][C:42]([CH3:45])=[CH:41][CH:40]=4)(=[O:38])=[O:37])[CH:30]=3)[NH:25][N:24]=2)(=[O:22])=[O:21])[C:19]2[C:14](=[CH:15][CH:16]=[CH:17][CH:18]=2)[CH:13]=[CH:12][CH:11]=1.C(=O)([O-])[O-].[Cs+].[Cs+].O. (3) Given the product [Cl:43][C:42]1[C:37]([C:35]([NH:34][CH:33]([C:48]2[CH:53]=[CH:52][CH:51]=[C:50]([Cl:54])[CH:49]=2)[C:29]2([OH:32])[CH2:30][CH2:31][CH:27]([OH:26])[CH2:28]2)=[O:36])=[N:38][CH:39]=[CH:40][C:41]=1[C:44]([F:45])([F:46])[F:47], predict the reactants needed to synthesize it. The reactants are: [F-].C([N+](CCCC)(CCCC)CCCC)CCC.[Si]([O:26][CH:27]1[CH2:31][CH2:30][C:29]([CH:33]([C:48]2[CH:53]=[CH:52][CH:51]=[C:50]([Cl:54])[CH:49]=2)[NH:34][C:35]([C:37]2[C:42]([Cl:43])=[C:41]([C:44]([F:47])([F:46])[F:45])[CH:40]=[CH:39][N:38]=2)=[O:36])([OH:32])[CH2:28]1)(C(C)(C)C)(C)C.O. (4) Given the product [ClH:1].[F:16][C:17]1[CH:23]=[CH:22][C:20]([NH:21][C:2]2[C:3]3[C:8]([N:9]=[C:10]4[C:15]=2[CH:14]=[CH:13][CH:12]=[CH:11]4)=[CH:7][CH:6]=[CH:5][CH:4]=3)=[CH:19][CH:18]=1, predict the reactants needed to synthesize it. The reactants are: [Cl:1][C:2]1[C:3]2[C:8]([N:9]=[C:10]3[C:15]=1[CH:14]=[CH:13][CH:12]=[CH:11]3)=[CH:7][CH:6]=[CH:5][CH:4]=2.[F:16][C:17]1[CH:23]=[CH:22][C:20]([NH2:21])=[CH:19][CH:18]=1.CN1C(=O)CCC1. (5) Given the product [CH3:28][S:27]([CH2:26][C:12]1[N:13]=[C:14]([C:16]2[CH:21]=[CH:20][C:19]([C:22]([F:23])([F:24])[F:25])=[CH:18][CH:17]=2)[S:15][C:11]=1[CH2:10][O:9][C:7]1[CH:6]=[CH:5][C:4]([C:29]2[NH:33][C:32](=[O:34])[O:31][N:30]=2)=[C:3]([O:2][CH3:1])[CH:8]=1)=[O:43], predict the reactants needed to synthesize it. The reactants are: [CH3:1][O:2][C:3]1[CH:8]=[C:7]([O:9][CH2:10][C:11]2[S:15][C:14]([C:16]3[CH:21]=[CH:20][C:19]([C:22]([F:25])([F:24])[F:23])=[CH:18][CH:17]=3)=[N:13][C:12]=2[CH2:26][S:27][CH3:28])[CH:6]=[CH:5][C:4]=1[C:29]1[NH:33][C:32](=[O:34])[O:31][N:30]=1.ClC1C=CC=C(C(OO)=[O:43])C=1.O.